This data is from Full USPTO retrosynthesis dataset with 1.9M reactions from patents (1976-2016). The task is: Predict the reactants needed to synthesize the given product. (1) Given the product [C:17]([NH2:21])([CH3:20])([CH3:19])[CH3:18].[OH:1][C:2]1[CH:3]=[C:4]([CH2:8][C@H:9]([O:13][CH:14]([CH3:16])[CH3:15])[C:10]([OH:12])=[O:11])[CH:5]=[CH:6][CH:7]=1, predict the reactants needed to synthesize it. The reactants are: [OH:1][C:2]1[CH:3]=[C:4]([CH2:8][C@H:9]([O:13][CH:14]([CH3:16])[CH3:15])[C:10]([OH:12])=[O:11])[CH:5]=[CH:6][CH:7]=1.[C:17]([NH2:21])([CH3:20])([CH3:19])[CH3:18]. (2) Given the product [CH3:1][C:2]1[CH:3]=[CH:4][C:5]([S:9][C:10]2[CH:11]=[CH:12][CH:13]=[CH:14][C:15]=2[N:16]2[CH2:17][CH2:18][NH:19][CH2:20][CH2:21]2)=[C:6]([CH3:8])[CH:7]=1.[S:28]([C:22]1[CH:27]=[CH:26][CH:25]=[CH:24][CH:23]=1)([O-:31])(=[O:30])=[O:29], predict the reactants needed to synthesize it. The reactants are: [CH3:1][C:2]1[CH:3]=[CH:4][C:5]([S:9][C:10]2[CH:11]=[CH:12][CH:13]=[CH:14][C:15]=2[N:16]2[CH2:21][CH2:20][NH:19][CH2:18][CH2:17]2)=[C:6]([CH3:8])[CH:7]=1.[C:22]1([S:28]([OH:31])(=[O:30])=[O:29])[CH:27]=[CH:26][CH:25]=[CH:24][CH:23]=1. (3) Given the product [N:7]([C@@H:2]([CH3:1])[C:3]([CH3:6])([CH3:5])[CH3:4])=[C:8]=[O:9], predict the reactants needed to synthesize it. The reactants are: [CH3:1][C@H:2]([NH2:7])[C:3]([CH3:6])([CH3:5])[CH3:4].[C:8]([O-])(O)=[O:9].[Na+].ClC(Cl)(OC(=O)OC(Cl)(Cl)Cl)Cl. (4) Given the product [F:1][C:2]1[C:3]([CH3:9])=[C:4]([NH:5][C:44](=[O:45])[C:43]2[CH:47]=[CH:48][C:40]([CH2:39][N:20]3[C:21]4[C:26](=[CH:25][CH:24]=[CH:23][CH:22]=4)[C:27]4([CH2:31][O:30][C:29]5[CH:32]=[C:33]6[C:37](=[CH:38][C:28]4=5)[CH2:36][CH2:35][O:34]6)[C:19]3=[O:18])=[CH:41][CH:42]=2)[CH:6]=[CH:7][CH:8]=1, predict the reactants needed to synthesize it. The reactants are: [F:1][C:2]1[C:3]([CH3:9])=[C:4]([CH:6]=[CH:7][CH:8]=1)[NH2:5].C1(CN)CCCCC1.[O:18]=[C:19]1[C:27]2([CH2:31][O:30][C:29]3[CH:32]=[C:33]4[C:37](=[CH:38][C:28]2=3)[CH2:36][CH2:35][O:34]4)[C:26]2[C:21](=[CH:22][CH:23]=[CH:24][CH:25]=2)[N:20]1[CH2:39][C:40]1[CH:48]=[CH:47][C:43]([C:44](O)=[O:45])=[CH:42][CH:41]=1.O=C1C2(COC3C=C4C(=CC2=3)CCO4)C2C(=CC=CC=2)N1CC1C=C(C=CC=1)C(O)=O. (5) Given the product [CH2:1]([O:3][C:4]([C@:6]1([NH2:29])[C@H:11]([O:12][CH2:13][C:14]2[CH:19]=[CH:18][CH:17]=[C:16]([NH2:20])[CH:15]=2)[CH2:10][C@@H:9]2[C@H:7]1[C@@:8]2([F:28])[C:23]([O:25][CH2:26][CH3:27])=[O:24])=[O:5])[CH3:2], predict the reactants needed to synthesize it. The reactants are: [CH2:1]([O:3][C:4]([C@:6]1([NH2:29])[C@H:11]([O:12][CH2:13][C:14]2[CH:19]=[CH:18][CH:17]=[C:16]([N+:20]([O-])=O)[CH:15]=2)[CH2:10][C@@H:9]2[C@H:7]1[C@@:8]2([F:28])[C:23]([O:25][CH2:26][CH3:27])=[O:24])=[O:5])[CH3:2]. (6) Given the product [NH2:12][C:13]1[N:14]=[C:15]([C:32]2[CH:33]=[CH:34][CH:35]=[CH:36][CH:37]=2)[C:16]([C:22]2[CH:23]=[CH:24][C:25](=[O:31])[N:26]([CH:28]([CH3:30])[CH3:29])[N:27]=2)=[N:17][C:18]=1[S:19]([CH3:21])(=[O:9])=[O:20], predict the reactants needed to synthesize it. The reactants are: ClC1C=CC=C(C(OO)=[O:9])C=1.[NH2:12][C:13]1[N:14]=[C:15]([C:32]2[CH:37]=[CH:36][CH:35]=[CH:34][CH:33]=2)[C:16]([C:22]2[CH:23]=[CH:24][C:25](=[O:31])[N:26]([CH:28]([CH3:30])[CH3:29])[N:27]=2)=[N:17][C:18]=1[S:19]([CH3:21])=[O:20]. (7) Given the product [NH2:10][C:11]1[N:12]=[CH:13][C:14]2[C:19]([C:20]([C:22]3[CH:27]=[C:26]([NH:28][C:40](=[O:41])[CH2:39][C:36]4[CH:35]=[CH:34][C:33]([Br:32])=[CH:38][N:37]=4)[CH:25]=[N:24][CH:23]=3)=[O:21])=[CH:18][N:17]([CH:29]([CH3:31])[CH3:30])[C:15]=2[N:16]=1, predict the reactants needed to synthesize it. The reactants are: CCN(C(C)C)C(C)C.[NH2:10][C:11]1[N:12]=[CH:13][C:14]2[C:19]([C:20]([C:22]3[CH:23]=[N:24][CH:25]=[C:26]([NH2:28])[CH:27]=3)=[O:21])=[CH:18][N:17]([CH:29]([CH3:31])[CH3:30])[C:15]=2[N:16]=1.[Br:32][C:33]1[CH:34]=[CH:35][C:36]([CH2:39][C:40](O)=[O:41])=[N:37][CH:38]=1.